The task is: Predict the product of the given reaction.. This data is from Forward reaction prediction with 1.9M reactions from USPTO patents (1976-2016). Given the reactants [C:1]([O:5][C:6]([NH:8][C@H:9]([CH2:14][OH:15])[C:10]([O:12][CH3:13])=[O:11])=[O:7])([CH3:4])([CH3:3])[CH3:2].N1C=CN=C1.[CH3:21][C:22]([Si:25](Cl)([CH3:27])[CH3:26])([CH3:24])[CH3:23], predict the reaction product. The product is: [CH3:21][C:22]([CH3:24])([Si:25]([CH3:27])([CH3:26])[O:15][CH2:14][C@H:9]([C:10]([O:12][CH3:13])=[O:11])[NH:8][C:6](=[O:7])[O:5][C:1]([CH3:4])([CH3:3])[CH3:2])[CH3:23].